From a dataset of Reaction yield outcomes from USPTO patents with 853,638 reactions. Predict the reaction yield, written as a fraction of the theoretical maximum amount of product (1.0 means a 100% yield; for example, 0.34 means a 34% yield). The reactants are [CH2:1]([NH2:8])[CH2:2][CH2:3][CH2:4][CH2:5][CH:6]=[CH2:7].[C:9]([O-:12])([O-])=O.[K+].[K+].CI.[CH3:17][N:18](C=O)C. The catalyst is O. The product is [NH2:8][C:1]1[C:6]([CH3:7])=[C:5]([O:12][CH3:9])[CH:4]=[CH:3][C:2]=1[C:17]#[N:18]. The yield is 0.930.